This data is from Catalyst prediction with 721,799 reactions and 888 catalyst types from USPTO. The task is: Predict which catalyst facilitates the given reaction. (1) Reactant: [ClH:1].[CH2:2]([N:9]1[CH2:17][C:16]2[C:11](=[CH:12][CH:13]=[C:14]([C:18]([O:20][CH3:21])=[O:19])[CH:15]=2)[CH2:10]1)[C:3]1[CH:8]=[CH:7][CH:6]=[CH:5][CH:4]=1. Product: [ClH:1].[CH2:2]([N:9]1[CH2:17][C:16]2[C:11](=[CH:12][CH:13]=[C:14]([C:18]([O:20][CH3:21])=[O:19])[CH:15]=2)[CH2:10]1)[C:3]1[CH:4]=[CH:5][CH:6]=[CH:7][CH:8]=1. The catalyst class is: 4. (2) Reactant: [F:1][CH:2]([F:39])[C:3]1[CH:7]=[C:6]([CH:8]([F:10])[F:9])[N:5]([CH2:11][C:12]([N:14]2[CH2:19][CH2:18][CH:17]([C:20]3[S:21][CH:22]=[C:23]([C:25]4[CH2:29][CH:28]([C:30]5[CH:35]=[CH:34][CH:33]=[CH:32][C:31]=5[N+:36]([O-])=O)[O:27][N:26]=4)[N:24]=3)[CH2:16][CH2:15]2)=[O:13])[N:4]=1. Product: [NH2:36][C:31]1[CH:32]=[CH:33][CH:34]=[CH:35][C:30]=1[CH:28]1[O:27][N:26]=[C:25]([C:23]2[N:24]=[C:20]([CH:17]3[CH2:16][CH2:15][N:14]([C:12](=[O:13])[CH2:11][N:5]4[C:6]([CH:8]([F:10])[F:9])=[CH:7][C:3]([CH:2]([F:39])[F:1])=[N:4]4)[CH2:19][CH2:18]3)[S:21][CH:22]=2)[CH2:29]1. The catalyst class is: 19. (3) Reactant: [Cl:1][C:2]1[C:7]([C:8]([N:10]([CH2:30][CH2:31][OH:32])[C:11]2[CH:12]=[C:13]3[C:17](=[CH:18][CH:19]=2)[N:16]([C:20]2[CH:21]=[N:22][C:23]([C:26]([OH:29])([CH3:28])[CH3:27])=[CH:24][CH:25]=2)[CH:15]=[CH:14]3)=[O:9])=[C:6](Cl)[N:5]=[CH:4][N:3]=1.C(N(CC)CC)C. Product: [Cl:1][C:2]1[C:7]2[C:8](=[O:9])[N:10]([C:11]3[CH:12]=[C:13]4[C:17](=[CH:18][CH:19]=3)[N:16]([C:20]3[CH:21]=[N:22][C:23]([C:26]([OH:29])([CH3:28])[CH3:27])=[CH:24][CH:25]=3)[CH:15]=[CH:14]4)[CH2:30][CH2:31][O:32][C:6]=2[N:5]=[CH:4][N:3]=1. The catalyst class is: 10. (4) Reactant: [O:1]1[C:5]2[CH:6]=[CH:7][CH:8]=[CH:9][C:4]=2[CH:3]=[C:2]1[C:10]([NH:12][C@@H:13]([CH2:18][CH2:19][CH2:20][N:21]([C:23]([O:25][CH2:26][C:27]1[CH:32]=[CH:31][CH:30]=[CH:29][CH:28]=1)=[O:24])[CH3:22])[C:14]([O:16]C)=[O:15])=[O:11].[OH-].[Na+].Cl. Product: [O:1]1[C:5]2[CH:6]=[CH:7][CH:8]=[CH:9][C:4]=2[CH:3]=[C:2]1[C:10]([NH:12][C@@H:13]([CH2:18][CH2:19][CH2:20][N:21]([C:23]([O:25][CH2:26][C:27]1[CH:28]=[CH:29][CH:30]=[CH:31][CH:32]=1)=[O:24])[CH3:22])[C:14]([OH:16])=[O:15])=[O:11]. The catalyst class is: 5.